This data is from NCI-60 drug combinations with 297,098 pairs across 59 cell lines. The task is: Regression. Given two drug SMILES strings and cell line genomic features, predict the synergy score measuring deviation from expected non-interaction effect. (1) Drug 1: CC1C(C(=O)NC(C(=O)N2CCCC2C(=O)N(CC(=O)N(C(C(=O)O1)C(C)C)C)C)C(C)C)NC(=O)C3=C4C(=C(C=C3)C)OC5=C(C(=O)C(=C(C5=N4)C(=O)NC6C(OC(=O)C(N(C(=O)CN(C(=O)C7CCCN7C(=O)C(NC6=O)C(C)C)C)C)C(C)C)C)N)C. Drug 2: C1CN1P(=S)(N2CC2)N3CC3. Cell line: HCC-2998. Synergy scores: CSS=27.8, Synergy_ZIP=-0.793, Synergy_Bliss=-0.573, Synergy_Loewe=-45.8, Synergy_HSA=2.24. (2) Drug 1: CN1C2=C(C=C(C=C2)N(CCCl)CCCl)N=C1CCCC(=O)O.Cl. Cell line: PC-3. Drug 2: CC1C(C(CC(O1)OC2CC(CC3=C2C(=C4C(=C3O)C(=O)C5=C(C4=O)C(=CC=C5)OC)O)(C(=O)CO)O)N)O.Cl. Synergy scores: CSS=23.5, Synergy_ZIP=-5.34, Synergy_Bliss=-3.92, Synergy_Loewe=-15.8, Synergy_HSA=-3.04. (3) Drug 1: CC12CCC3C(C1CCC2O)C(CC4=C3C=CC(=C4)O)CCCCCCCCCS(=O)CCCC(C(F)(F)F)(F)F. Drug 2: C1=NNC2=C1C(=O)NC=N2. Cell line: OVCAR3. Synergy scores: CSS=3.86, Synergy_ZIP=1.34, Synergy_Bliss=4.86, Synergy_Loewe=3.74, Synergy_HSA=1.81. (4) Drug 1: CC1=C2C(C(=O)C3(C(CC4C(C3C(C(C2(C)C)(CC1OC(=O)C(C(C5=CC=CC=C5)NC(=O)C6=CC=CC=C6)O)O)OC(=O)C7=CC=CC=C7)(CO4)OC(=O)C)O)C)OC(=O)C. Drug 2: CC12CCC3C(C1CCC2O)C(CC4=C3C=CC(=C4)O)CCCCCCCCCS(=O)CCCC(C(F)(F)F)(F)F. Cell line: MDA-MB-435. Synergy scores: CSS=0.336, Synergy_ZIP=1.95, Synergy_Bliss=4.33, Synergy_Loewe=1.37, Synergy_HSA=1.27. (5) Drug 1: C1=C(C(=O)NC(=O)N1)F. Drug 2: CCN(CC)CCCC(C)NC1=C2C=C(C=CC2=NC3=C1C=CC(=C3)Cl)OC. Cell line: SR. Synergy scores: CSS=62.3, Synergy_ZIP=-4.34, Synergy_Bliss=-8.77, Synergy_Loewe=-9.27, Synergy_HSA=-7.95. (6) Drug 1: COC1=C(C=C2C(=C1)N=CN=C2NC3=CC(=C(C=C3)F)Cl)OCCCN4CCOCC4. Drug 2: C1CCC(C(C1)N)N.C(=O)(C(=O)[O-])[O-].[Pt+4]. Cell line: K-562. Synergy scores: CSS=14.7, Synergy_ZIP=-7.61, Synergy_Bliss=-7.26, Synergy_Loewe=-3.58, Synergy_HSA=-3.96.